Task: Regression. Given two drug SMILES strings and cell line genomic features, predict the synergy score measuring deviation from expected non-interaction effect.. Dataset: NCI-60 drug combinations with 297,098 pairs across 59 cell lines (1) Drug 1: CC1C(C(CC(O1)OC2CC(OC(C2O)C)OC3=CC4=CC5=C(C(=O)C(C(C5)C(C(=O)C(C(C)O)O)OC)OC6CC(C(C(O6)C)O)OC7CC(C(C(O7)C)O)OC8CC(C(C(O8)C)O)(C)O)C(=C4C(=C3C)O)O)O)O. Drug 2: CC(C)(C#N)C1=CC(=CC(=C1)CN2C=NC=N2)C(C)(C)C#N. Cell line: NCI/ADR-RES. Synergy scores: CSS=2.86, Synergy_ZIP=0.206, Synergy_Bliss=4.00, Synergy_Loewe=-2.20, Synergy_HSA=-1.64. (2) Drug 1: C(CC(=O)O)C(=O)CN.Cl. Drug 2: C1CNP(=O)(OC1)N(CCCl)CCCl. Cell line: LOX IMVI. Synergy scores: CSS=39.5, Synergy_ZIP=6.89, Synergy_Bliss=7.95, Synergy_Loewe=2.89, Synergy_HSA=9.01. (3) Cell line: UACC62. Drug 1: C1CCN(CC1)CCOC2=CC=C(C=C2)C(=O)C3=C(SC4=C3C=CC(=C4)O)C5=CC=C(C=C5)O. Drug 2: C1CCC(C1)C(CC#N)N2C=C(C=N2)C3=C4C=CNC4=NC=N3. Synergy scores: CSS=-7.37, Synergy_ZIP=6.34, Synergy_Bliss=4.02, Synergy_Loewe=-7.67, Synergy_HSA=-5.87. (4) Drug 1: CN(CCCl)CCCl.Cl. Drug 2: C1CCC(C(C1)N)N.C(=O)(C(=O)[O-])[O-].[Pt+4]. Cell line: MALME-3M. Synergy scores: CSS=19.1, Synergy_ZIP=-7.67, Synergy_Bliss=2.33, Synergy_Loewe=0.463, Synergy_HSA=4.47. (5) Cell line: SNB-19. Drug 1: C1=C(C(=O)NC(=O)N1)N(CCCl)CCCl. Synergy scores: CSS=8.52, Synergy_ZIP=-8.68, Synergy_Bliss=-3.93, Synergy_Loewe=-5.86, Synergy_HSA=-3.77. Drug 2: C1=CC(=CC=C1C#N)C(C2=CC=C(C=C2)C#N)N3C=NC=N3. (6) Drug 1: CC1=C(C(CCC1)(C)C)C=CC(=CC=CC(=CC(=O)O)C)C. Drug 2: CCCCCOC(=O)NC1=NC(=O)N(C=C1F)C2C(C(C(O2)C)O)O. Cell line: A549. Synergy scores: CSS=4.51, Synergy_ZIP=-2.66, Synergy_Bliss=2.34, Synergy_Loewe=-11.8, Synergy_HSA=-0.831. (7) Drug 1: CC(CN1CC(=O)NC(=O)C1)N2CC(=O)NC(=O)C2. Drug 2: C1C(C(OC1N2C=C(C(=O)NC2=O)F)CO)O. Cell line: UO-31. Synergy scores: CSS=15.2, Synergy_ZIP=-11.3, Synergy_Bliss=-16.7, Synergy_Loewe=-13.4, Synergy_HSA=-12.3.